This data is from NCI-60 drug combinations with 297,098 pairs across 59 cell lines. The task is: Regression. Given two drug SMILES strings and cell line genomic features, predict the synergy score measuring deviation from expected non-interaction effect. Drug 1: COC1=NC(=NC2=C1N=CN2C3C(C(C(O3)CO)O)O)N. Drug 2: CC(C)(C#N)C1=CC(=CC(=C1)CN2C=NC=N2)C(C)(C)C#N. Cell line: HCC-2998. Synergy scores: CSS=7.82, Synergy_ZIP=6.01, Synergy_Bliss=-1.88, Synergy_Loewe=-0.427, Synergy_HSA=0.0209.